This data is from Forward reaction prediction with 1.9M reactions from USPTO patents (1976-2016). The task is: Predict the product of the given reaction. (1) Given the reactants [H-].[Al+3].[Li+].[H-].[H-].[H-].Br[CH2:8][C:9]([NH:11][CH2:12][CH2:13][CH2:14][CH2:15][CH2:16][CH2:17][CH3:18])=O.[Cl-].[NH4+:20].[CH2:21]1[CH2:25][O:24]CC1, predict the reaction product. The product is: [CH2:12]([NH:11][CH2:9][CH2:8][N:20]1[CH2:13][CH2:12][N:11]([CH2:21][CH2:25][OH:24])[CH2:9][CH2:8]1)[CH2:13][CH2:14][CH2:15][CH2:16][CH2:17][CH3:18]. (2) Given the reactants [CH3:1][C:2]1([C:7]2[N:8]=[C:9]([CH2:12][N:13]3[CH:17]=[CH:16][C:15]([NH2:18])=[N:14]3)[S:10][CH:11]=2)[O:6]CCO1.[CH3:19][C:20]1[O:21][C:22]([C:28]2[CH:29]=[C:30]([CH3:34])[CH:31]=[CH:32][CH:33]=2)=[C:23]([C:25](O)=[O:26])[N:24]=1, predict the reaction product. The product is: [C:2]([C:7]1[N:8]=[C:9]([CH2:12][N:13]2[CH:17]=[CH:16][C:15]([NH:18][C:25]([C:23]3[N:24]=[C:20]([CH3:19])[O:21][C:22]=3[C:28]3[CH:29]=[C:30]([CH3:34])[CH:31]=[CH:32][CH:33]=3)=[O:26])=[N:14]2)[S:10][CH:11]=1)(=[O:6])[CH3:1]. (3) Given the reactants [CH:1]([C:4]1[CH:10]=[CH:9][CH:8]=[C:7]([CH:11]([CH3:13])[CH3:12])[C:5]=1[NH2:6])([CH3:3])[CH3:2].C(N(CC)CC)C.[Br:21][CH2:22][CH2:23][CH2:24][C:25](Br)=[O:26], predict the reaction product. The product is: [Br:21][CH2:22][CH2:23][CH2:24][C:25]([NH:6][C:5]1[C:4]([CH:1]([CH3:3])[CH3:2])=[CH:10][CH:9]=[CH:8][C:7]=1[CH:11]([CH3:13])[CH3:12])=[O:26]. (4) Given the reactants [C:1]([O:5][C:6]([CH2:8][O:9][C:10]1[CH:15]=[CH:14][C:13]([C:16](C)(O)[C:17]([O:19][CH3:20])=O)=[CH:12][CH:11]=1)=[O:7])([CH3:4])([CH3:3])[CH3:2].[F:23][C:24]1[CH:31]=[CH:30][C:27](CBr)=[CH:26][CH:25]=1, predict the reaction product. The product is: [C:1]([O:5][C:6]([CH2:8][O:9][C:10]1[CH:11]=[CH:12][C:13]([CH2:16][CH:17]([O:19][CH2:20][C:27]2[CH:30]=[CH:31][C:24]([F:23])=[CH:25][CH:26]=2)[C:6]([O:5][CH3:1])=[O:7])=[CH:14][CH:15]=1)=[O:7])([CH3:2])([CH3:3])[CH3:4]. (5) Given the reactants [CH:1]([O:4][C:5]1[CH:6]=[CH:7][C:8]([N+:15]([O-])=O)=[C:9]([CH2:11][C:12](O)=[O:13])[CH:10]=1)([CH3:3])[CH3:2], predict the reaction product. The product is: [CH:1]([O:4][C:5]1[CH:10]=[C:9]2[C:8](=[CH:7][CH:6]=1)[NH:15][C:12](=[O:13])[CH2:11]2)([CH3:3])[CH3:2]. (6) Given the reactants CCN=C=NCCCN(C)C.C1C=CC2N(O)N=NC=2C=1.[F:22][C:23]1[C:24](=[O:45])[N:25]2[C:29](=[C:30]([C:42]([OH:44])=O)[C:31]=1[NH:32][C:33]1[CH:38]=[CH:37][C:36]([S:39][CH3:40])=[CH:35][C:34]=1[F:41])[CH2:28][CH2:27][CH2:26]2.Cl.[CH:47]1([CH2:50][O:51][NH2:52])[CH2:49][CH2:48]1, predict the reaction product. The product is: [CH:47]1([CH2:50][O:51][NH:52][C:42]([C:30]2[C:31]([NH:32][C:33]3[CH:38]=[CH:37][C:36]([S:39][CH3:40])=[CH:35][C:34]=3[F:41])=[C:23]([F:22])[C:24](=[O:45])[N:25]3[C:29]=2[CH2:28][CH2:27][CH2:26]3)=[O:44])[CH2:49][CH2:48]1. (7) Given the reactants [CH2:1]([N:8]1[C:13](=[O:14])[C:12]2[C:15](O)=[C:16]([CH3:21])[C:17](=[O:20])[N:18]([CH3:19])[C:11]=2[N:10]=[CH:9]1)[C:2]1[CH:7]=[CH:6][CH:5]=[CH:4][CH:3]=1.O=P(Cl)(Cl)[Cl:25], predict the reaction product. The product is: [CH2:1]([N:8]1[C:13](=[O:14])[C:12]2[C:15]([Cl:25])=[C:16]([CH3:21])[C:17](=[O:20])[N:18]([CH3:19])[C:11]=2[N:10]=[CH:9]1)[C:2]1[CH:7]=[CH:6][CH:5]=[CH:4][CH:3]=1.